Dataset: Forward reaction prediction with 1.9M reactions from USPTO patents (1976-2016). Task: Predict the product of the given reaction. (1) Given the reactants [NH2:1][C:2]1[C:3]2[CH:15]=[C:14]([CH3:16])[S:13][C:4]=2[NH:5][C:6]2[CH:12]=[CH:11][CH:10]=[CH:9][C:7]=2[N:8]=1.[CH3:17][N:18]1[CH2:23][CH2:22]N[CH2:20][CH2:19]1.CC(O)CC, predict the reaction product. The product is: [CH3:16][C:14]1[S:13][C:4]2[NH:5][C:6]3[CH:12]=[CH:11][CH:10]=[CH:9][C:7]=3[N:8]=[C:2]([N:1]3[CH2:22][CH2:23][N:18]([CH3:17])[CH2:19][CH2:20]3)[C:3]=2[CH:15]=1. (2) Given the reactants Br[C:2]1[CH:3]=[CH:4][C:5]([C:8]2([OH:18])[CH2:17][CH2:16][C:11]3([O:15][CH2:14][CH2:13][O:12]3)[CH2:10][CH2:9]2)=[N:6][CH:7]=1.C([Mg]Cl)(C)C.C1(P(C2C=CC=CC=2)CCP(C2C=CC=CC=2)C2C=CC=CC=2)C=CC=CC=1.Cl[C:53]1[CH:58]=[N:57][CH:56]=[CH:55][N:54]=1, predict the reaction product. The product is: [N:54]1[CH:55]=[CH:56][N:57]=[CH:58][C:53]=1[C:2]1[CH:3]=[CH:4][C:5]([C:8]2([OH:18])[CH2:17][CH2:16][C:11]3([O:15][CH2:14][CH2:13][O:12]3)[CH2:10][CH2:9]2)=[N:6][CH:7]=1. (3) Given the reactants [Br:1][C:2]1[CH:7]=[CH:6][C:5]([OH:8])=[C:4]([CH2:9][OH:10])[CH:3]=1.[C:11](=O)([O-])[O-].[Na+].[Na+].C(O[CH2:21][CH3:22])(=O)C, predict the reaction product. The product is: [Br:1][C:2]1[CH:7]=[CH:6][C:5]2[O:8][C:21]([CH3:22])([CH3:11])[O:10][CH2:9][C:4]=2[CH:3]=1. (4) Given the reactants [Cl:1][C:2]1[N:7]=[C:6]([C:8]2[S:12][C:11]([N:13]3[CH2:18][CH2:17][NH:16][CH2:15][CH2:14]3)=[N:10][C:9]=2[C:19]2[C:20]([F:37])=[C:21]([NH:25][S:26]([C:29]3[C:34]([F:35])=[CH:33][CH:32]=[CH:31][C:30]=3[F:36])(=[O:28])=[O:27])[CH:22]=[CH:23][CH:24]=2)[CH:5]=[CH:4][N:3]=1.[CH3:38][S:39](Cl)(=[O:41])=[O:40], predict the reaction product. The product is: [Cl:1][C:2]1[N:7]=[C:6]([C:8]2[S:12][C:11]([N:13]3[CH2:18][CH2:17][N:16]([S:39]([CH3:38])(=[O:41])=[O:40])[CH2:15][CH2:14]3)=[N:10][C:9]=2[C:19]2[C:20]([F:37])=[C:21]([NH:25][S:26]([C:29]3[C:30]([F:36])=[CH:31][CH:32]=[CH:33][C:34]=3[F:35])(=[O:28])=[O:27])[CH:22]=[CH:23][CH:24]=2)[CH:5]=[CH:4][N:3]=1. (5) Given the reactants C(OC(=O)[NH:7][CH:8]1[CH2:13][CH2:12][N:11]([C:14]2[C:15]3[CH:22]=[CH:21][NH:20][C:16]=3[N:17]=[CH:18][N:19]=2)[CH2:10][CH2:9]1)(C)(C)C.Cl, predict the reaction product. The product is: [N:17]1[C:16]2[NH:20][CH:21]=[CH:22][C:15]=2[C:14]([N:11]2[CH2:10][CH2:9][CH:8]([NH2:7])[CH2:13][CH2:12]2)=[N:19][CH:18]=1.